This data is from Forward reaction prediction with 1.9M reactions from USPTO patents (1976-2016). The task is: Predict the product of the given reaction. The product is: [C:1]1([C:7]2[N:12]=[C:11]([C:13]3[CH:18]=[CH:17][CH:16]=[CH:15][CH:14]=3)[N:10]=[C:9]([N:19]3[C:31]4[CH:30]=[CH:29][C:28]([N:32]5[C:40]6=[CH:39][CH:38]=[C:37]7[C:36]([NH:47][C:42]8[C:41]7=[CH:46][CH:45]=[CH:44][CH:43]=8)=[C:35]6[CH:34]=[CH:33]5)=[CH:27][C:26]=4[C:25]4[C:20]3=[CH:21][CH:22]=[CH:23][CH:24]=4)[N:8]=2)[CH:6]=[CH:5][CH:4]=[CH:3][CH:2]=1. Given the reactants [C:1]1([C:7]2[N:12]=[C:11]([C:13]3[CH:18]=[CH:17][CH:16]=[CH:15][CH:14]=3)[N:10]=[C:9]([N:19]3[C:31]4[CH:30]=[CH:29][C:28]([N:32]5[C:40]6[C:35](=[CH:36][C:37]([C:41]7[CH:46]=[CH:45][CH:44]=[CH:43][C:42]=7[N+:47]([O-])=O)=[CH:38][CH:39]=6)[CH:34]=[CH:33]5)=[CH:27][C:26]=4[C:25]4[C:20]3=[CH:21][CH:22]=[CH:23][CH:24]=4)[N:8]=2)[CH:6]=[CH:5][CH:4]=[CH:3][CH:2]=1.[N+](C1C=CC=CC=1C1C=C2C(=CC=1)N(C1C=CC=CC=1)C=C2)([O-])=O, predict the reaction product.